Dataset: Catalyst prediction with 721,799 reactions and 888 catalyst types from USPTO. Task: Predict which catalyst facilitates the given reaction. (1) Reactant: [NH2:1][S:2]([C:5]1[CH:6]=[CH:7][C:8]([Cl:14])=[C:9]([CH:13]=1)[C:10]([OH:12])=O)(=[O:4])=[O:3].C1CCC(N=C=NC2CCCCC2)CC1.C1C=CC2N(O)N=NC=2C=1.[CH:40]1([C:46]2[S:50][C:49]([NH2:51])=[N:48][N:47]=2)[CH2:45][CH2:44][CH2:43][CH2:42][CH2:41]1. Product: [NH2:1][S:2]([C:5]1[CH:6]=[CH:7][C:8]([Cl:14])=[C:9]([CH:13]=1)[C:10]([NH:51][C:49]1[S:50][C:46]([CH:40]2[CH2:45][CH2:44][CH2:43][CH2:42][CH2:41]2)=[N:47][N:48]=1)=[O:12])(=[O:3])=[O:4]. The catalyst class is: 1. (2) Reactant: [NH2:1][C@@H:2]([CH2:10][C:11]1[CH:16]=[CH:15][C:14]([C:17]2[N:22]=[CH:21][C:20]([C:23]3[CH:28]=[CH:27][C:26]([O:29][CH2:30][CH2:31][CH2:32][CH2:33][CH2:34][CH2:35][CH3:36])=[CH:25][CH:24]=3)=[CH:19][N:18]=2)=[CH:13][CH:12]=1)[C:3]([O:5]C(C)(C)C)=[O:4].[C:37]([C:41]1[S:45][C:44]([C:46](O)=[O:47])=[CH:43][CH:42]=1)([CH3:40])([CH3:39])[CH3:38].CCN(C(C)C)C(C)C.CN(C(ON1N=NC2C=CC=NC1=2)=[N+](C)C)C.F[P-](F)(F)(F)(F)F. Product: [C:37]([C:41]1[S:45][C:44]([C:46]([NH:1][C@@H:2]([CH2:10][C:11]2[CH:12]=[CH:13][C:14]([C:17]3[N:22]=[CH:21][C:20]([C:23]4[CH:24]=[CH:25][C:26]([O:29][CH2:30][CH2:31][CH2:32][CH2:33][CH2:34][CH2:35][CH3:36])=[CH:27][CH:28]=4)=[CH:19][N:18]=3)=[CH:15][CH:16]=2)[C:3]([OH:5])=[O:4])=[O:47])=[CH:43][CH:42]=1)([CH3:40])([CH3:38])[CH3:39]. The catalyst class is: 18. (3) Reactant: [F:1][C:2]([F:23])([F:22])[C:3]1[CH:17]=[C:16]([C:18]([F:21])([F:20])[F:19])[CH:15]=[CH:14][C:4]=1[CH2:5][N:6]1[CH2:11][CH2:10][CH:9]([CH:12]=O)[CH2:8][CH2:7]1.[OH:24][CH2:25][C:26]1([CH2:32][NH:33][C:34]2[CH2:38][S:37][C:36](=[O:39])[N:35]=2)[CH2:31][CH2:30][O:29][CH2:28][CH2:27]1.C([O-])(=O)C.[NH2+]1CCCCC1. Product: [F:23][C:2]([F:1])([F:22])[C:3]1[CH:17]=[C:16]([C:18]([F:21])([F:20])[F:19])[CH:15]=[CH:14][C:4]=1[CH2:5][N:6]1[CH2:11][CH2:10][CH:9](/[CH:12]=[C:38]2/[C:34]([NH:33][CH2:32][C:26]3([CH2:25][OH:24])[CH2:27][CH2:28][O:29][CH2:30][CH2:31]3)=[N:35][C:36](=[O:39])[S:37]/2)[CH2:8][CH2:7]1. The catalyst class is: 41. (4) Reactant: C([O:3][C:4]([C:6]1[S:10][C:9]([NH:11][C:12](=[O:26])[C:13]([NH:16][C:17](=[O:25])[C:18]2[CH:23]=[CH:22][C:21]([F:24])=[CH:20][CH:19]=2)([CH3:15])[CH3:14])=[N:8][C:7]=1[C:27]1[CH:32]=[CH:31][C:30]([F:33])=[CH:29][CH:28]=1)=[O:5])C.[OH-].[K+].Cl. Product: [F:24][C:21]1[CH:20]=[CH:19][C:18]([C:17]([NH:16][C:13]([CH3:14])([CH3:15])[C:12]([NH:11][C:9]2[S:10][C:6]([C:4]([OH:5])=[O:3])=[C:7]([C:27]3[CH:32]=[CH:31][C:30]([F:33])=[CH:29][CH:28]=3)[N:8]=2)=[O:26])=[O:25])=[CH:23][CH:22]=1. The catalyst class is: 88. (5) Reactant: [CH:1]1([C:7]2[C:15]3[C:14](=[O:16])[NH:13][C:12]([C:17]4[CH:22]=[CH:21][C:20]([N:23]([CH2:25][CH2:26][N:27]([CH3:29])[CH3:28])[CH3:24])=[CH:19][C:18]=4[O:30][CH3:31])=[N:11][C:10]=3[N:9]([CH3:32])[N:8]=2)[CH2:6][CH2:5][CH2:4][CH2:3][CH2:2]1.[CH3:33][S:34]([OH:37])(=[O:36])=[O:35]. Product: [CH3:33][S:34]([OH:37])(=[O:36])=[O:35].[CH:1]1([C:7]2[C:15]3[C:14](=[O:16])[NH:13][C:12]([C:17]4[CH:22]=[CH:21][C:20]([N:23]([CH2:25][CH2:26][N:27]([CH3:28])[CH3:29])[CH3:24])=[CH:19][C:18]=4[O:30][CH3:31])=[N:11][C:10]=3[N:9]([CH3:32])[N:8]=2)[CH2:2][CH2:3][CH2:4][CH2:5][CH2:6]1. The catalyst class is: 5. (6) Reactant: [C:1]1([C:7]2[C:15]3[C:10](=[CH:11][CH:12]=[CH:13][CH:14]=3)[NH:9][C:8]=2[C:16]([NH:18][NH2:19])=[O:17])[CH:6]=[CH:5][CH:4]=[CH:3][CH:2]=1.[Br:20][C:21]1[CH:28]=[CH:27][C:24]([CH:25]=O)=[CH:23][CH:22]=1. Product: [Br:20][C:21]1[CH:28]=[CH:27][C:24]([CH:25]=[N:19][NH:18][C:16]([C:8]2[NH:9][C:10]3[C:15]([C:7]=2[C:1]2[CH:2]=[CH:3][CH:4]=[CH:5][CH:6]=2)=[CH:14][CH:13]=[CH:12][CH:11]=3)=[O:17])=[CH:23][CH:22]=1. The catalyst class is: 8. (7) Reactant: [CH2:1]([O:8][N:9]1[C:15](=[O:16])[N:14]2[CH2:17][C@H:10]1[CH2:11][CH2:12][C@H:13]2[C:18]([NH:20]/[C:21](=[N:23]\[OH:24])/[CH3:22])=O)[C:2]1[CH:7]=[CH:6][CH:5]=[CH:4][CH:3]=1. Product: [CH2:1]([O:8][N:9]1[C:15](=[O:16])[N:14]2[CH2:17][C@H:10]1[CH2:11][CH2:12][C@H:13]2[C:18]1[O:24][N:23]=[C:21]([CH3:22])[N:20]=1)[C:2]1[CH:7]=[CH:6][CH:5]=[CH:4][CH:3]=1. The catalyst class is: 3. (8) Reactant: [N:1]1[CH:6]=[CH:5][CH:4]=[CH:3][C:2]=1[CH2:7][N:8]1[C:16]2[C:11](=[CH:12][CH:13]=[CH:14][CH:15]=2)[C:10]([C:17]([OH:19])=O)=[N:9]1.[NH2:20][C@H:21]([C:26]([NH2:28])=[O:27])[C:22]([CH3:25])([CH3:24])[CH3:23].CCN=C=NCCCN(C)C.Cl.C1C=CC2N(O)N=NC=2C=1.C(N(CC)C(C)C)(C)C. Product: [NH2:28][C:26]([C@@H:21]([NH:20][C:17]([C:10]1[C:11]2[C:16](=[CH:15][CH:14]=[CH:13][CH:12]=2)[N:8]([CH2:7][C:2]2[CH:3]=[CH:4][CH:5]=[CH:6][N:1]=2)[N:9]=1)=[O:19])[C:22]([CH3:25])([CH3:24])[CH3:23])=[O:27]. The catalyst class is: 18.